Predict the product of the given reaction. From a dataset of Forward reaction prediction with 1.9M reactions from USPTO patents (1976-2016). (1) Given the reactants [Br:1][C:2]1[C:11]2[C:6](=[CH:7][C:8]([Br:12])=[CH:9][CH:10]=2)[CH:5]=[C:4]([C:13](O)=O)[C:3]=1[OH:16].Cl[C:18]1[CH:23]=[CH:22][C:21](Br)=[CH:20][CH:19]=1.Br[C:26]1[CH:31]=[CH:30][CH:29]=[CH:28][CH:27]=1, predict the reaction product. The product is: [Br:1][C:2]1[C:11]2[C:6](=[CH:7][C:8]([Br:12])=[CH:9][CH:10]=2)[CH:5]=[C:4]([CH2:13][C:18]2[CH:23]=[CH:22][CH:21]=[CH:20][CH:19]=2)[C:3]=1[O:16][CH3:26].[Br:1][C:2]1[C:11]2[C:6](=[CH:7][C:8]([Br:12])=[CH:9][CH:10]=2)[CH:5]=[C:4]([CH2:13][C:26]2[CH:31]=[CH:30][CH:29]=[CH:28][CH:27]=2)[C:3]=1[OH:16]. (2) Given the reactants [Cl:1][C:2]1[CH:3]=[C:4]2[CH:10]=[C:9]([C:11]([NH:13][C@@H:14]([CH2:18][C:19]3[CH:24]=[CH:23][C:22]([F:25])=[CH:21][CH:20]=3)[C:15](O)=[O:16])=[O:12])[NH:8][C:5]2=[CH:6][N:7]=1.Cl.[CH3:27][O:28][CH2:29][CH2:30][O:31][CH:32]1[CH2:37][CH2:36][NH:35][CH2:34][CH2:33]1, predict the reaction product. The product is: [F:25][C:22]1[CH:21]=[CH:20][C:19]([CH2:18][C@H:14]([NH:13][C:11]([C:9]2[NH:8][C:5]3=[CH:6][N:7]=[C:2]([Cl:1])[CH:3]=[C:4]3[CH:10]=2)=[O:12])[C:15]([N:35]2[CH2:36][CH2:37][CH:32]([O:31][CH2:30][CH2:29][O:28][CH3:27])[CH2:33][CH2:34]2)=[O:16])=[CH:24][CH:23]=1. (3) Given the reactants [NH2:1][C:2]1[C:3]([C:19]#[N:20])=[C:4]([CH:16]=[CH:17][CH:18]=1)[O:5][CH2:6][C:7]([CH3:15])([CH3:14])[C:8]([NH:10][CH2:11][CH2:12][CH3:13])=[O:9].[C:21]([O:27][CH2:28][CH3:29])(=[O:26])[CH2:22][C:23]([CH3:25])=O.Cl[Sn](Cl)(Cl)Cl, predict the reaction product. The product is: [NH2:20][C:19]1[C:3]2[C:2](=[CH:18][CH:17]=[CH:16][C:4]=2[O:5][CH2:6][C:7]([CH3:15])([CH3:14])[C:8](=[O:9])[NH:10][CH2:11][CH2:12][CH3:13])[N:1]=[C:23]([CH3:25])[C:22]=1[C:21]([O:27][CH2:28][CH3:29])=[O:26]. (4) Given the reactants B(Br)(Br)Br.[F:5][C:6]1[CH:29]=[CH:28][C:9]([C:10]([N:12]2[C:20]3[C:15](=[CH:16][C:17]([O:21]C)=[CH:18][CH:19]=3)[C:14]([CH2:23][C:24]([OH:26])=[O:25])=[C:13]2[CH3:27])=[O:11])=[CH:8][CH:7]=1, predict the reaction product. The product is: [F:5][C:6]1[CH:29]=[CH:28][C:9]([C:10]([N:12]2[C:20]3[C:15](=[CH:16][C:17]([OH:21])=[CH:18][CH:19]=3)[C:14]([CH2:23][C:24]([OH:26])=[O:25])=[C:13]2[CH3:27])=[O:11])=[CH:8][CH:7]=1. (5) Given the reactants [Cl:1][C:2]1[C:3]([O:11][CH2:12][C:13]2[CH:18]=[CH:17][CH:16]=[C:15]([C:19]3[CH:28]=[CH:27][C:22]4[O:23][CH2:24][CH2:25][O:26][C:21]=4[CH:20]=3)[C:14]=2[CH3:29])=[CH:4][C:5]([OH:10])=[C:6]([CH:9]=1)[CH:7]=[O:8].Cl[CH2:31][C:32]1[CH:33]=[C:34]([CH:39]=[CH:40][C:41]=1[O:42][CH3:43])[C:35]([O:37][CH3:38])=[O:36].C(=O)([O-])[O-].[Cs+].[Cs+].[I-].[Na+], predict the reaction product. The product is: [Cl:1][C:2]1[C:3]([O:11][CH2:12][C:13]2[CH:18]=[CH:17][CH:16]=[C:15]([C:19]3[CH:28]=[CH:27][C:22]4[O:23][CH2:24][CH2:25][O:26][C:21]=4[CH:20]=3)[C:14]=2[CH3:29])=[CH:4][C:5]([O:10][CH2:31][C:32]2[CH:33]=[C:34]([CH:39]=[CH:40][C:41]=2[O:42][CH3:43])[C:35]([O:37][CH3:38])=[O:36])=[C:6]([CH:7]=[O:8])[CH:9]=1. (6) Given the reactants [N-:1]=[N+:2]=[N-:3].[Na+].O[C@H]([C@@H]1C([O-])=C(O)C(=O)O1)CO.[Na+].Br[C:19]1[CH:32]=[C:31]2[C:22]([O:23][C:24]3[C:25]([F:41])=[CH:26][C:27]([O:39][CH3:40])=[CH:28][C:29]=3[C@@:30]32[CH2:37][CH2:36][O:35][C:34]([NH2:38])=[N:33]3)=[CH:21][CH:20]=1.CN[C@@H]1CCCC[C@H]1NC, predict the reaction product. The product is: [N:1]([C:19]1[CH:32]=[C:31]2[C:22]([O:23][C:24]3[C:25]([F:41])=[CH:26][C:27]([O:39][CH3:40])=[CH:28][C:29]=3[C@@:30]32[CH2:37][CH2:36][O:35][C:34]([NH2:38])=[N:33]3)=[CH:21][CH:20]=1)=[N+:2]=[N-:3].